This data is from Full USPTO retrosynthesis dataset with 1.9M reactions from patents (1976-2016). The task is: Predict the reactants needed to synthesize the given product. (1) Given the product [CH2:11]([C:9]1[S:8][C:6]2[N:7]=[C:2]([S:28][CH:29]([CH3:37])[C:30]([NH:32][CH2:33][C:34]([OH:36])=[O:35])=[O:31])[N:3]=[C:4]([N:13]3[CH2:18][CH2:17][N:16]([C:19](=[O:27])[CH2:20][C:21]4[CH:26]=[CH:25][CH:24]=[CH:23][CH:22]=4)[CH2:15][CH2:14]3)[C:5]=2[CH:10]=1)[CH3:12], predict the reactants needed to synthesize it. The reactants are: Cl[C:2]1[N:3]=[C:4]([N:13]2[CH2:18][CH2:17][N:16]([C:19](=[O:27])[CH2:20][C:21]3[CH:26]=[CH:25][CH:24]=[CH:23][CH:22]=3)[CH2:15][CH2:14]2)[C:5]2[CH:10]=[C:9]([CH2:11][CH3:12])[S:8][C:6]=2[N:7]=1.[SH:28][CH:29]([CH3:37])[C:30]([NH:32][CH2:33][C:34]([OH:36])=[O:35])=[O:31]. (2) The reactants are: [C:1]([O:5][C@@H:6]([C:12]1[C:21]([CH3:22])=[CH:20][C:19]2[C:14](=[CH:15][CH:16]=[C:17]([C:23]#[N:24])[CH:18]=2)[C:13]=1[O:25][S:26]([C:29]([F:32])([F:31])[F:30])(=[O:28])=[O:27])[C:7]([O:9][CH2:10][CH3:11])=[O:8])([CH3:4])([CH3:3])[CH3:2].[C:33](OC(CC)(C)C)(=O)C. Given the product [C:23]([C:17]1[CH:18]=[C:19]2[C:14](=[CH:15][CH:16]=1)[C:13]([O:25][S:26]([C:29]([F:32])([F:30])[F:31])(=[O:27])=[O:28])=[C:12]([C@H:6]([O:5][C:1]([CH2:2][CH3:33])([CH3:3])[CH3:4])[C:7]([O:9][CH2:10][CH3:11])=[O:8])[C:21]([CH3:22])=[CH:20]2)#[N:24], predict the reactants needed to synthesize it. (3) Given the product [O:1]=[C:2]1[CH2:3][C:4]2([C:10]([O:12][CH2:13][CH3:14])=[O:11])[CH:8]([CH2:7][CH2:6][CH2:5]2)[CH2:9]1, predict the reactants needed to synthesize it. The reactants are: [O:1]=[C:2]1[CH:9]=[C:8]2[C:4]([C:10]([O:12][CH3:13])=[O:11])([CH2:5][CH2:6][CH2:7]2)[CH2:3]1.[CH2:14](O)C.